From a dataset of Full USPTO retrosynthesis dataset with 1.9M reactions from patents (1976-2016). Predict the reactants needed to synthesize the given product. Given the product [Cl:28][C:26]1[CH:25]=[CH:24][C:22]2[N:23]3[C:17]([CH2:18][O:19][CH2:20][C:21]=2[CH:27]=1)=[N:16][N:15]=[C:14]3[CH:11]1[CH2:10][CH2:9][NH:8][CH2:13][CH2:12]1, predict the reactants needed to synthesize it. The reactants are: C(OC([N:8]1[CH2:13][CH2:12][CH:11]([C:14]2[N:23]3[C:17]([CH2:18][O:19][CH2:20][C:21]4[CH:27]=[C:26]([Cl:28])[CH:25]=[CH:24][C:22]=43)=[N:16][N:15]=2)[CH2:10][CH2:9]1)=O)(C)(C)C.Cl.